This data is from Full USPTO retrosynthesis dataset with 1.9M reactions from patents (1976-2016). The task is: Predict the reactants needed to synthesize the given product. (1) Given the product [CH3:1][O:2][C:3]1[CH:29]=[C:28]([O:30][CH3:31])[CH:27]=[C:26]([O:32][CH3:33])[C:4]=1/[CH:5]=[CH:6]/[S:7]([CH2:10][C:11]1[CH:12]=[CH:13][C:14]([O:24][CH3:25])=[C:15]([NH:17][CH:18]([CH3:23])[C:19]([OH:21])=[O:20])[CH:16]=1)(=[O:8])=[O:9], predict the reactants needed to synthesize it. The reactants are: [CH3:1][O:2][C:3]1[CH:29]=[C:28]([O:30][CH3:31])[CH:27]=[C:26]([O:32][CH3:33])[C:4]=1/[CH:5]=[CH:6]/[S:7]([CH2:10][C:11]1[CH:12]=[CH:13][C:14]([O:24][CH3:25])=[C:15]([NH:17][CH:18]([CH3:23])[C:19]([O:21]C)=[O:20])[CH:16]=1)(=[O:9])=[O:8].[OH-].[Na+]. (2) Given the product [N:3]1[CH:4]=[CH:5][CH:6]=[CH:7][C:2]=1[NH:1][C:9]1[CH:18]=[CH:17][C:16]2[C:11](=[CH:12][CH:13]=[CH:14][CH:15]=2)[N:10]=1, predict the reactants needed to synthesize it. The reactants are: [NH2:1][C:2]1[CH:7]=[CH:6][CH:5]=[CH:4][N:3]=1.Cl[C:9]1[CH:18]=[CH:17][C:16]2[C:11](=[CH:12][CH:13]=[CH:14][CH:15]=2)[N:10]=1.CC(C)([O-])C.[Na+].C1(P(C2C=CC=CC=2)C2C=CC=CC=2OC2C=CC=CC=2P(C2C=CC=CC=2)C2C=CC=CC=2)C=CC=CC=1.N#N. (3) Given the product [Cl:18][C:10]1[C:9]2[C:4](=[CH:5][CH:6]=[C:7]([C:19]([C:31]3[N:35]([CH3:36])[CH:34]=[N:33][CH:32]=3)([C:21]3[CH:22]=[N:23][C:24]([C:27]([F:29])([F:30])[F:28])=[CH:25][CH:26]=3)[OH:20])[CH:8]=2)[N:3]=[C:2]([O:40][CH2:39][C:38]([F:42])([F:41])[F:37])[C:11]=1[C:12]1[CH:13]=[CH:14][CH:15]=[CH:16][CH:17]=1, predict the reactants needed to synthesize it. The reactants are: Cl[C:2]1[C:11]([C:12]2[CH:17]=[CH:16][CH:15]=[CH:14][CH:13]=2)=[C:10]([Cl:18])[C:9]2[C:4](=[CH:5][CH:6]=[C:7]([C:19]([C:31]3[N:35]([CH3:36])[CH:34]=[N:33][CH:32]=3)([C:21]3[CH:22]=[N:23][C:24]([C:27]([F:30])([F:29])[F:28])=[CH:25][CH:26]=3)[OH:20])[CH:8]=2)[N:3]=1.[F:37][C:38]([F:42])([F:41])[CH2:39][OH:40].C1(C)C=CC=CC=1.[H-].[Na+].